Dataset: Catalyst prediction with 721,799 reactions and 888 catalyst types from USPTO. Task: Predict which catalyst facilitates the given reaction. (1) Product: [NH:1]([CH2:2][CH2:3][O:4][C:5]1[CH:10]=[CH:9][C:8]([NH:11][C:12](=[O:21])[C:13]2[CH:18]=[CH:17][CH:16]=[C:15]([O:19][CH3:20])[CH:14]=2)=[CH:7][C:6]=1[C:22]1[N:26]([CH3:27])[N:25]=[CH:24][CH:23]=1)[C:36]([NH2:37])=[NH:35]. The catalyst class is: 2. Reactant: [NH2:1][CH2:2][CH2:3][O:4][C:5]1[CH:10]=[CH:9][C:8]([NH:11][C:12](=[O:21])[C:13]2[CH:18]=[CH:17][CH:16]=[C:15]([O:19][CH3:20])[CH:14]=2)=[CH:7][C:6]=1[C:22]1[N:26]([CH3:27])[N:25]=[CH:24][CH:23]=1.C([NH:35][C:36](NC(OC(C)(C)C)=O)=[N:37]S(C(F)(F)F)(=O)=O)(OC(C)(C)C)=O.C(N(CC)CC)C.C(O)(C(F)(F)F)=O. (2) Reactant: CCN(C(C)C)C(C)C.[Cl:10][C:11]1[CH:25]=[C:24]2[C:14]([C:15]([OH:32])=[C:16]([C:27](OCC)=[O:28])[C:17](=[O:26])[C:18]32[CH2:23][CH2:22][O:21][CH2:20][CH2:19]3)=[CH:13][CH:12]=1.Cl.[C:34]([O:38][C:39](=[O:42])[CH2:40][NH2:41])([CH3:37])([CH3:36])[CH3:35]. Product: [Cl:10][C:11]1[CH:25]=[C:24]2[C:14]([C:15]([OH:32])=[C:16]([C:27]([NH:41][CH2:40][C:39]([O:38][C:34]([CH3:37])([CH3:36])[CH3:35])=[O:42])=[O:28])[C:17](=[O:26])[C:18]32[CH2:23][CH2:22][O:21][CH2:20][CH2:19]3)=[CH:13][CH:12]=1. The catalyst class is: 440. (3) Reactant: [C:1]([N:4]1[C:13]2[C:8](=[CH:9][C:10]([C:14]3[CH:24]=[CH:23][C:17]([C:18]([O:20]CC)=[O:19])=[CH:16][CH:15]=3)=[CH:11][CH:12]=2)[C@H:7]([NH:25][C:26]2[CH:31]=[CH:30][C:29]([Cl:32])=[CH:28][CH:27]=2)[CH2:6][C@@H:5]1[CH3:33])(=[O:3])[CH3:2].[OH-].[Na+].Cl. Product: [C:1]([N:4]1[C:13]2[C:8](=[CH:9][C:10]([C:14]3[CH:24]=[CH:23][C:17]([C:18]([OH:20])=[O:19])=[CH:16][CH:15]=3)=[CH:11][CH:12]=2)[C@H:7]([NH:25][C:26]2[CH:27]=[CH:28][C:29]([Cl:32])=[CH:30][CH:31]=2)[CH2:6][C@@H:5]1[CH3:33])(=[O:3])[CH3:2]. The catalyst class is: 8. (4) Reactant: I[Si](C)(C)C.[F:6][C:7]1[CH:8]=[C:9]([C@@H:15]2[CH2:24][CH2:23][CH2:22][C@H:21]3[N:16]2[C:17](=[O:25])[CH2:18][CH2:19][CH2:20]3)[CH:10]=[C:11]([F:14])[C:12]=1[F:13].CN(C)CCN(C)C.[I:34]I.S([O-])([O-])(=O)=S.[Na+].[Na+]. Product: [F:14][C:11]1[CH:10]=[C:9]([C@@H:15]2[CH2:24][CH2:23][CH2:22][C@H:21]3[N:16]2[C:17](=[O:25])[CH:18]([I:34])[CH2:19][CH2:20]3)[CH:8]=[C:7]([F:6])[C:12]=1[F:13]. The catalyst class is: 124. (5) Reactant: [Cl:1][C:2]1[C:3]([N:8]2[C:12]([C:13]([O:15]CC)=[O:14])=[CH:11][C:10]([C:18](=[O:29])[CH2:19][N:20]3[N:24]=[N:23][C:22]([C:25]([F:28])([F:27])[F:26])=[N:21]3)=[N:9]2)=[N:4][CH:5]=[CH:6][CH:7]=1.[OH-].[Na+]. Product: [Cl:1][C:2]1[C:3]([N:8]2[C:12]([C:13]([OH:15])=[O:14])=[CH:11][C:10]([C:18](=[O:29])[CH2:19][N:20]3[N:24]=[N:23][C:22]([C:25]([F:26])([F:28])[F:27])=[N:21]3)=[N:9]2)=[N:4][CH:5]=[CH:6][CH:7]=1. The catalyst class is: 8. (6) Reactant: [CH2:1]([N:8]1[C:20]2[CH:19]=[CH:18][C:17]([N:21](C)[C:22](=O)OCC3C=CC(OC)=CC=3)=[CH:16][C:15]=2[C:14]2[C:9]1=[CH:10][C:11]([C:38]1[C:39]([CH3:44])=[N:40][O:41][C:42]=1[CH3:43])=[CH:12][C:13]=2[C:35](=[O:37])[NH2:36])[C:2]1[CH:7]=[CH:6][CH:5]=[CH:4][CH:3]=1.C1(OC)C=CC=CC=1.C(O)(C(F)(F)F)=O. Product: [CH2:1]([N:8]1[C:9]2[CH:10]=[C:11]([C:38]3[C:39]([CH3:44])=[N:40][O:41][C:42]=3[CH3:43])[CH:12]=[C:13]([C:35]([NH2:36])=[O:37])[C:14]=2[C:15]2[C:20]1=[CH:19][CH:18]=[C:17]([NH:21][CH3:22])[CH:16]=2)[C:2]1[CH:3]=[CH:4][CH:5]=[CH:6][CH:7]=1. The catalyst class is: 2. (7) Reactant: Cl.[NH2:2][C:3]1[C:4]([C:13]([NH:15][C@@H:16]([CH:21]2[CH2:26][CH2:25][CH2:24][CH2:23][CH2:22]2)[C:17]([O:19][CH3:20])=[O:18])=[O:14])=[CH:5][C:6]2[C:11]([CH:12]=1)=[CH:10][CH:9]=[CH:8][CH:7]=2.[Br:27][C:28]1[CH:29]=[C:30]([CH3:38])[C:31]([N:35]=[C:36]=[O:37])=[C:32]([CH3:34])[CH:33]=1.CCCCCC.C(OCC)(=O)C. Product: [Br:27][C:28]1[CH:33]=[C:32]([CH3:34])[C:31]([NH:35][C:36]([NH:2][C:3]2[C:4]([C:13]([NH:15][C@@H:16]([CH:21]3[CH2:26][CH2:25][CH2:24][CH2:23][CH2:22]3)[C:17]([O:19][CH3:20])=[O:18])=[O:14])=[CH:5][C:6]3[C:11]([CH:12]=2)=[CH:10][CH:9]=[CH:8][CH:7]=3)=[O:37])=[C:30]([CH3:38])[CH:29]=1. The catalyst class is: 17. (8) Reactant: [CH:1]1([O:6][CH:7]([C:11]2[CH:16]=[CH:15][C:14]([Cl:17])=[C:13]([Cl:18])[CH:12]=2)[C:8](O)=[O:9])[CH2:5][CH2:4][CH2:3][CH2:2]1.C(Cl)(=O)C(Cl)=O.C[Si](C)(C)[NH:27][Si](C)(C)C. Product: [CH:1]1([O:6][CH:7]([C:11]2[CH:16]=[CH:15][C:14]([Cl:17])=[C:13]([Cl:18])[CH:12]=2)[C:8]([NH2:27])=[O:9])[CH2:5][CH2:4][CH2:3][CH2:2]1. The catalyst class is: 120. (9) Reactant: [CH3:1][O:2][C:3](=[O:17])[CH2:4][C:5]1[CH:10]=[CH:9][CH:8]=[C:7]([S:11]C(=O)N(C)C)[CH:6]=1.[OH-].[K+]. Product: [CH3:1][O:2][C:3](=[O:17])[CH2:4][C:5]1[CH:10]=[CH:9][CH:8]=[C:7]([SH:11])[CH:6]=1. The catalyst class is: 6.